Dataset: Forward reaction prediction with 1.9M reactions from USPTO patents (1976-2016). Task: Predict the product of the given reaction. (1) Given the reactants CN(C(ON1N=NC2C=CC=NC1=2)=[N+](C)C)C.F[P-](F)(F)(F)(F)F.C(N(CC)C(C)C)(C)C.[ClH:34].[NH2:35][C:36]1[CH:37]=[C:38]([C:42]2[C:50]3[S:49][C:48]([C:51]([NH:53][C@@H:54]4[CH:59]5[CH2:60][CH2:61][N:56]([CH2:57][CH2:58]5)[CH2:55]4)=[O:52])=[CH:47][C:46]=3[CH:45]=[CH:44][CH:43]=2)[CH:39]=[CH:40][CH:41]=1.[CH3:62][O:63][CH2:64][C:65](O)=[O:66], predict the reaction product. The product is: [ClH:34].[N:56]12[CH2:57][CH2:58][CH:59]([CH2:60][CH2:61]1)[C@@H:54]([NH:53][C:51]([C:48]1[S:49][C:50]3[C:42]([C:38]4[CH:39]=[CH:40][CH:41]=[C:36]([NH:35][C:65](=[O:66])[CH2:64][O:63][CH3:62])[CH:37]=4)=[CH:43][CH:44]=[CH:45][C:46]=3[CH:47]=1)=[O:52])[CH2:55]2. (2) Given the reactants CCCC[N+](CCCC)(CCCC)CCCC.[F-].[Si](O[CH2:27][C:28]1[C:29]([N+:40]([O-:42])=[O:41])=[C:30]([CH:37]=[CH:38][CH:39]=1)[C:31]([NH:33][CH2:34][C:35]#[CH:36])=[O:32])(C(C)(C)C)(C)C.C(N(CC)CC)C.[Br:50][C:51]([CH3:56])([CH3:55])[C:52](Br)=[O:53], predict the reaction product. The product is: [Br:50][C:51]([CH3:56])([CH3:55])[C:52]([CH2:27][C:28]1[C:29]([N+:40]([O-:42])=[O:41])=[C:30]([CH:37]=[CH:38][CH:39]=1)[C:31]([NH:33][CH2:34][C:35]#[CH:36])=[O:32])=[O:53]. (3) Given the reactants [Li]CCCC.[CH2:6]([C:8]1[CH:13]=[CH:12][C:11]([C:14]2[CH:19]=[CH:18][C:17]([C:20]3[Se:21][CH:22]=[CH:23][CH:24]=3)=[C:16]([F:25])[C:15]=2[F:26])=[CH:10][CH:9]=1)[CH3:7].[CH:27](N1CCOCC1)=[O:28], predict the reaction product. The product is: [CH2:6]([C:8]1[CH:9]=[CH:10][C:11]([C:14]2[CH:19]=[CH:18][C:17]([C:20]3[Se:21][C:22]([CH:27]=[O:28])=[CH:23][CH:24]=3)=[C:16]([F:25])[C:15]=2[F:26])=[CH:12][CH:13]=1)[CH3:7].